This data is from Full USPTO retrosynthesis dataset with 1.9M reactions from patents (1976-2016). The task is: Predict the reactants needed to synthesize the given product. (1) Given the product [C:28]([O:32][C:33](=[O:34])[NH:35][C:36]1([C:39](=[O:40])[NH:19][CH2:18][C:17]2[CH:16]=[CH:15][C:14]([N:5]3[C:6]4[C:11](=[CH:10][C:9]([O:12][CH3:13])=[CH:8][CH:7]=4)[C:3]([Cl:2])=[C:4]3[C:22]3[O:26][N:25]=[C:24]([CH3:27])[N:23]=3)=[CH:21][CH:20]=2)[CH2:37][CH2:38]1)([CH3:31])([CH3:29])[CH3:30], predict the reactants needed to synthesize it. The reactants are: Cl.[Cl:2][C:3]1[C:11]2[C:6](=[CH:7][CH:8]=[C:9]([O:12][CH3:13])[CH:10]=2)[N:5]([C:14]2[CH:21]=[CH:20][C:17]([CH2:18][NH2:19])=[CH:16][CH:15]=2)[C:4]=1[C:22]1[O:26][N:25]=[C:24]([CH3:27])[N:23]=1.[C:28]([O:32][C:33]([NH:35][C:36]1([C:39](O)=[O:40])[CH2:38][CH2:37]1)=[O:34])([CH3:31])([CH3:30])[CH3:29].CN(C(ON1N=NC2C=CC=NC1=2)=[N+](C)C)C.F[P-](F)(F)(F)(F)F.C(N(CC)C(C)C)(C)C. (2) Given the product [Br:1][C:2]1[CH:3]=[CH:4][C:5]([CH:8]([C:22]2[CH:27]=[CH:26][CH:25]=[CH:24][C:23]=2[CH3:28])[CH2:9][C:10]([C:12]2[CH:13]=[C:14]([CH3:21])[C:15]([OH:19])=[C:16]([CH3:18])[CH:17]=2)=[O:11])=[CH:6][CH:7]=1, predict the reactants needed to synthesize it. The reactants are: [Br:1][C:2]1[CH:7]=[CH:6][C:5]([CH:8]([C:22]2[CH:27]=[CH:26][CH:25]=[CH:24][C:23]=2[CH3:28])[CH2:9][C:10]([C:12]2[CH:17]=[C:16]([CH3:18])[C:15]([O:19]C)=[C:14]([CH3:21])[CH:13]=2)=[O:11])=[CH:4][CH:3]=1.B(Br)(Br)Br. (3) Given the product [ClH:19].[CH3:1][O:2][C:3]1[CH:4]=[C:5]2[C:10](=[CH:11][CH:12]=1)[CH:9]=[N+:8]([O-:21])[CH:7]=[CH:6]2, predict the reactants needed to synthesize it. The reactants are: [CH3:1][O:2][C:3]1[CH:4]=[C:5]2[C:10](=[CH:11][CH:12]=1)[CH:9]=[N:8][CH:7]=[CH:6]2.C1C=C([Cl:19])C=C(C(OO)=[O:21])C=1.Cl. (4) Given the product [Br:8][C:9]1[CH:10]=[C:11]([CH:14]=[CH:15][CH:16]=1)[CH2:12][C:4]1[O:3][C:2]([CH3:1])=[C:6]([CH3:7])[CH:5]=1, predict the reactants needed to synthesize it. The reactants are: [CH3:1][C:2]1[O:3][CH:4]=[CH:5][C:6]=1[CH3:7].[Br:8][C:9]1[CH:10]=[C:11]([CH:14]=[CH:15][CH:16]=1)[CH2:12]Br. (5) Given the product [N:33]([CH2:24][CH2:23][O:22][C:19]1[CH:20]=[CH:21][C:16]([CH2:15][C:9]([O:8][C:7]2[CH:31]=[CH:32][C:4]([CH:1]([CH3:3])[CH3:2])=[CH:5][CH:6]=2)([CH3:30])[C:10]([O:12][CH2:13][CH3:14])=[O:11])=[CH:17][CH:18]=1)=[N+:34]=[N-:35], predict the reactants needed to synthesize it. The reactants are: [CH:1]([C:4]1[CH:32]=[CH:31][C:7]([O:8][C:9]([CH3:30])([CH2:15][C:16]2[CH:21]=[CH:20][C:19]([O:22][CH2:23][CH2:24]OS(C)(=O)=O)=[CH:18][CH:17]=2)[C:10]([O:12][CH2:13][CH3:14])=[O:11])=[CH:6][CH:5]=1)([CH3:3])[CH3:2].[N-:33]=[N+:34]=[N-:35].[Na+]. (6) The reactants are: S(O)(C(F)(F)F)(=O)=O.C1(OC)C=CC=CC=1.[C:17]([C:19]1[CH:20]=[C:21]([C@H:26]2[CH2:30][C@H:29]([F:31])[CH2:28][N:27]2[C:32]2[CH:37]=[CH:36][N:35]3[N:38]=[CH:39][C:40]([C:41]([N:43](CC4C=CC(OC)=CC=4)CC4C=CC(OC)=CC=4)=[O:42])=[C:34]3[CH:33]=2)[CH:22]=[C:23]([F:25])[CH:24]=1)#[N:18]. Given the product [C:17]([C:19]1[CH:20]=[C:21]([C@H:26]2[CH2:30][C@H:29]([F:31])[CH2:28][N:27]2[C:32]2[CH:37]=[CH:36][N:35]3[N:38]=[CH:39][C:40]([C:41]([NH2:43])=[O:42])=[C:34]3[CH:33]=2)[CH:22]=[C:23]([F:25])[CH:24]=1)#[N:18], predict the reactants needed to synthesize it. (7) Given the product [Br:21][C:18]1[CH:19]=[CH:20][C:7]([N:4]2[CH2:5][CH2:6][O:1][CH2:2][CH2:3]2)=[CH:8][C:9]=1[O:10][C:11]1[C:12]([NH2:17])=[N:13][CH:14]=[CH:15][CH:16]=1, predict the reactants needed to synthesize it. The reactants are: [O:1]1[CH2:6][CH2:5][N:4]([C:7]2[CH:8]=[C:9]([CH:18]=[CH:19][CH:20]=2)[O:10][C:11]2[C:12]([NH2:17])=[N:13][CH:14]=[CH:15][CH:16]=2)[CH2:3][CH2:2]1.[Br:21]Br. (8) Given the product [Cl:1][C:2]1[CH:7]=[CH:6][C:5]([O:8][CH2:12][C:13]([CH3:19])([CH3:18])[C:14]([O:16][CH3:17])=[O:15])=[CH:4][C:3]=1[CH2:9][CH3:10], predict the reactants needed to synthesize it. The reactants are: [Cl:1][C:2]1[CH:7]=[CH:6][C:5]([OH:8])=[CH:4][C:3]=1[CH2:9][CH3:10].O[CH2:12][C:13]([CH3:19])([CH3:18])[C:14]([O:16][CH3:17])=[O:15]. (9) Given the product [Br:1][C:2]1[CH:3]=[C:4]([NH2:16])[C:5]([N:8]2[CH2:13][CH2:12][O:11][C:10]([CH3:14])([CH3:15])[CH2:9]2)=[N:6][CH:7]=1, predict the reactants needed to synthesize it. The reactants are: [Br:1][C:2]1[CH:3]=[C:4]([N+:16]([O-])=O)[C:5]([N:8]2[CH2:13][CH2:12][O:11][C:10]([CH3:15])([CH3:14])[CH2:9]2)=[N:6][CH:7]=1.O.O.[Sn](Cl)Cl.